This data is from Reaction yield outcomes from USPTO patents with 853,638 reactions. The task is: Predict the reaction yield, written as a fraction of the theoretical maximum amount of product (1.0 means a 100% yield; for example, 0.34 means a 34% yield). The reactants are [N:1]1([C:7]2[CH:12]=[CH:11][C:10]([NH:13][C:14]([C:16]3[N:17]=[C:18]([C:25]4[CH:30]=[CH:29][CH:28]=[CH:27][CH:26]=4)[O:19][C:20]=3[C:21]([F:24])([F:23])[F:22])=[O:15])=[CH:9][CH:8]=2)[CH2:6][CH2:5][NH:4][CH2:3][CH2:2]1.[NH:31]1[C:35]([CH:36]2[CH2:41][CH2:40][CH:39]([C:42](O)=[O:43])[CH2:38][CH2:37]2)=[N:34][N:33]=[N:32]1.Cl.C(N=C=NCCCN(C)C)C. The product is [NH:34]1[C:35]([CH:36]2[CH2:37][CH2:38][CH:39]([C:42]([N:4]3[CH2:5][CH2:6][N:1]([C:7]4[CH:12]=[CH:11][C:10]([NH:13][C:14]([C:16]5[N:17]=[C:18]([C:25]6[CH:30]=[CH:29][CH:28]=[CH:27][CH:26]=6)[O:19][C:20]=5[C:21]([F:22])([F:24])[F:23])=[O:15])=[CH:9][CH:8]=4)[CH2:2][CH2:3]3)=[O:43])[CH2:40][CH2:41]2)=[N:31][N:32]=[N:33]1. The catalyst is CN(C1C=CN=CC=1)C.CN(C=O)C.O. The yield is 0.490.